Task: Regression. Given two drug SMILES strings and cell line genomic features, predict the synergy score measuring deviation from expected non-interaction effect.. Dataset: NCI-60 drug combinations with 297,098 pairs across 59 cell lines Drug 1: CN1CCC(CC1)COC2=C(C=C3C(=C2)N=CN=C3NC4=C(C=C(C=C4)Br)F)OC. Drug 2: C1=CC(=CC=C1C#N)C(C2=CC=C(C=C2)C#N)N3C=NC=N3. Cell line: SK-MEL-5. Synergy scores: CSS=-2.10, Synergy_ZIP=4.97, Synergy_Bliss=6.26, Synergy_Loewe=2.00, Synergy_HSA=0.922.